This data is from Full USPTO retrosynthesis dataset with 1.9M reactions from patents (1976-2016). The task is: Predict the reactants needed to synthesize the given product. Given the product [C:16]([C:14]1[N:13]=[C:12]([NH2:22])[CH:11]=[C:10]([CH3:9])[CH:15]=1)#[CH:17], predict the reactants needed to synthesize it. The reactants are: C(=O)([O-])[O-].[K+].[K+].CO.[CH3:9][C:10]1[CH:15]=[C:14]([C:16]#[C:17][Si](C)(C)C)[N:13]=[C:12]([NH:22]C(=O)OC(C)(C)C)[CH:11]=1.Cl.CCOCC.